Dataset: Forward reaction prediction with 1.9M reactions from USPTO patents (1976-2016). Task: Predict the product of the given reaction. (1) Given the reactants [C:1]([O:6][CH:7]([O:9][C:10]([O:12][CH:13]1[CH2:18][C:17](=[O:19])[NH:16][C:14]1=[O:15])=[O:11])[CH3:8])(=[O:5])[CH:2]([CH3:4])C.[C:20](=O)(SC)OC(OC(=O)CCC)C, predict the reaction product. The product is: [C:1]([O:6][CH:7]([O:9][C:10]([O:12][CH:13]1[CH2:18][C:17](=[O:19])[NH:16][C:14]1=[O:15])=[O:11])[CH3:8])(=[O:5])[CH2:2][CH2:4][CH3:20]. (2) Given the reactants [C:1]([N:4]1[C:13]2[C:8](=[CH:9][C:10]([CH:14]3[CH2:19][CH2:18][N:17](C(OC(C)(C)C)=O)[CH2:16][CH2:15]3)=[CH:11][CH:12]=2)[C@H:7]([NH:27][C:28]2[CH:33]=[N:32][C:31]([CH3:34])=[CH:30][N:29]=2)[C@@H:6]([CH3:35])[C@@H:5]1[CH3:36])(=[O:3])[CH3:2].[ClH:37], predict the reaction product. The product is: [ClH:37].[CH3:36][C@H:5]1[C@H:6]([CH3:35])[C@@H:7]([NH:27][C:28]2[CH:33]=[N:32][C:31]([CH3:34])=[CH:30][N:29]=2)[C:8]2[C:13](=[CH:12][CH:11]=[C:10]([CH:14]3[CH2:15][CH2:16][NH:17][CH2:18][CH2:19]3)[CH:9]=2)[N:4]1[C:1](=[O:3])[CH3:2]. (3) Given the reactants [OH:1][C:2]1[CH:7]=[CH:6][C:5]([CH2:8][C:9]([O:11][CH2:12][CH3:13])=[O:10])=[CH:4][C:3]=1[O:14][CH3:15].C(N(CC)CC)C.C(=O)=O.[F:26][C:27]([F:40])([F:39])[S:28](O[S:28]([C:27]([F:40])([F:39])[F:26])(=[O:30])=[O:29])(=[O:30])=[O:29], predict the reaction product. The product is: [CH3:15][O:14][C:3]1[CH:4]=[C:5]([CH2:8][C:9]([O:11][CH2:12][CH3:13])=[O:10])[CH:6]=[CH:7][C:2]=1[O:1][S:28]([C:27]([F:40])([F:39])[F:26])(=[O:30])=[O:29]. (4) Given the reactants [C:1]([CH2:4][CH2:5][CH2:6][CH2:7][CH2:8][N+:9]1[C:17]2[C:12](=[C:13]([F:21])[C:14]([F:20])=[C:15]([F:19])[C:16]=2[F:18])[C:11]([CH2:23][CH2:24][CH2:25][CH2:26][S:27]([O-:30])(=[O:29])=[O:28])([CH3:22])[C:10]=1[CH3:31])([OH:3])=[O:2].F[B-](F)(F)F.[C:37]([C:41]1[CH:50]=[C:49]([CH3:51])[C:48]2[C:43](=[CH:44][C:45]([N:52]([CH3:54])[CH3:53])=[CH:46][CH:47]=2)[O+:42]=1)([CH3:40])([CH3:39])[CH3:38].[CH:55](OCC)(OCC)OCC.N1C=CC=CC=1, predict the reaction product. The product is: [C:37]([C:41]1[O:42][C:43]2[C:48](/[C:49](=[CH:51]/[CH:55]=[CH:31]/[C:10]3[C:11]([CH2:23][CH2:24][CH2:25][CH2:26][S:27]([O-:30])(=[O:29])=[O:28])([CH3:22])[C:12]4[C:17](=[C:16]([F:18])[C:15]([F:19])=[C:14]([F:20])[C:13]=4[F:21])[N+:9]=3[CH2:8][CH2:7][CH2:6][CH2:5][CH2:4][C:1]([OH:3])=[O:2])/[CH:50]=1)=[CH:47][CH:46]=[C:45]([N:52]([CH3:54])[CH3:53])[CH:44]=2)([CH3:40])([CH3:38])[CH3:39]. (5) Given the reactants [NH2:1][C:2]1[CH:7]=[CH:6][CH:5]=[CH:4][C:3]=1[NH:8][C:9]1[N:17]=[C:16]2[C:12]([N:13]=[C:14]([CH2:19][N:20]3[CH2:25][CH2:24][CH:23]([C:26]([OH:29])([CH3:28])[CH3:27])[CH2:22][CH2:21]3)[N:15]2[CH3:18])=[C:11]([N:30]2[CH2:35][CH2:34][O:33][CH2:32][CH2:31]2)[N:10]=1.[CH:36]1([C:39](O)=O)[CH2:38][CH2:37]1, predict the reaction product. The product is: [CH:36]1([C:39]2[N:8]([C:9]3[N:17]=[C:16]4[C:12]([N:13]=[C:14]([CH2:19][N:20]5[CH2:21][CH2:22][CH:23]([C:26]([OH:29])([CH3:28])[CH3:27])[CH2:24][CH2:25]5)[N:15]4[CH3:18])=[C:11]([N:30]4[CH2:31][CH2:32][O:33][CH2:34][CH2:35]4)[N:10]=3)[C:3]3[CH:4]=[CH:5][CH:6]=[CH:7][C:2]=3[N:1]=2)[CH2:38][CH2:37]1. (6) The product is: [F:16][C:17]1[CH:22]=[CH:21][C:20]([C:2]2[CH:11]=[CH:10][N:9]=[C:8]3[C:3]=2[CH:4]=[CH:5][C:6]([C:12]([F:15])([F:14])[F:13])=[N:7]3)=[CH:19][C:18]=1[O:32][CH3:33]. Given the reactants Cl[C:2]1[CH:11]=[CH:10][N:9]=[C:8]2[C:3]=1[CH:4]=[CH:5][C:6]([C:12]([F:15])([F:14])[F:13])=[N:7]2.[F:16][C:17]1[CH:22]=[CH:21][C:20](B2OC(C)(C)C(C)(C)O2)=[CH:19][C:18]=1[O:32][CH3:33], predict the reaction product. (7) Given the reactants [C:1]([NH:4][C:5]1[S:20][C:8]2[CH2:9][N:10](C(OC(C)(C)C)=O)[CH2:11][CH2:12][C:7]=2[CH:6]=1)(=[O:3])[CH3:2].[F:21][C:22]([F:27])([F:26])[C:23]([OH:25])=[O:24], predict the reaction product. The product is: [F:21][C:22]([F:27])([F:26])[C:23]([O-:25])=[O:24].[C:1]([NH:4][C:5]1[S:20][C:8]2[CH2:9][NH2+:10][CH2:11][CH2:12][C:7]=2[CH:6]=1)(=[O:3])[CH3:2].